Task: Predict which catalyst facilitates the given reaction.. Dataset: Catalyst prediction with 721,799 reactions and 888 catalyst types from USPTO (1) Reactant: [CH:1]1[CH:2]=[CH:3][C:4]([O:7][C:8]2[C:9]([N:21]3[CH2:25][CH2:24][CH2:23][CH2:22]3)=[CH:10][C:11]([C:18]([OH:20])=[O:19])=[CH:12][C:13]=2[S:14]([NH2:17])(=[O:16])=[O:15])=[CH:5][CH:6]=1.Cl[CH2:27][C:28]#[N:29].C(N(CC)CC)C. Product: [NH2:17][S:14]([C:13]1[CH:12]=[C:11]([CH:10]=[C:9]([N:21]2[CH2:22][CH2:23][CH2:24][CH2:25]2)[C:8]=1[O:7][C:4]1[CH:5]=[CH:6][CH:1]=[CH:2][CH:3]=1)[C:18]([O:20][CH2:27][C:28]#[N:29])=[O:19])(=[O:16])=[O:15]. The catalyst class is: 3. (2) Product: [CH2:19]([Sn:10]([CH2:11][CH2:12][CH2:13][CH3:14])([CH2:15][CH2:16][CH2:17][CH3:18])[CH2:9][O:5][CH:1]1[CH2:4][CH2:3][CH2:2]1)[CH2:20][CH2:21][CH3:22]. The catalyst class is: 1. Reactant: [CH:1]1([OH:5])[CH2:4][CH2:3][CH2:2]1.[H-].[Na+].I[CH2:9][Sn:10]([CH2:19][CH2:20][CH2:21][CH3:22])([CH2:15][CH2:16][CH2:17][CH3:18])[CH2:11][CH2:12][CH2:13][CH3:14]. (3) Reactant: [Cl:1][C:2]1[C:3]([NH:11][C:12]2[C:21]3[C:16](=[CH:17][C:18]([O:26][CH2:27][CH2:28][N:29]4[CH2:34][CH2:33][NH:32][CH2:31][CH2:30]4)=[CH:19][C:20]=3[O:22][CH:23]([CH3:25])[CH3:24])[N:15]=[CH:14][N:13]=2)=[C:4]2[O:10][CH2:9][O:8][C:5]2=[N:6][CH:7]=1.Cl.[CH3:36][N:37]([CH3:42])[CH2:38][C:39](Cl)=[O:40].C(N(CC)CC)C. Product: [Cl:1][C:2]1[C:3]([NH:11][C:12]2[C:21]3[C:16](=[CH:17][C:18]([O:26][CH2:27][CH2:28][N:29]4[CH2:34][CH2:33][N:32]([C:39](=[O:40])[CH2:38][N:37]([CH3:42])[CH3:36])[CH2:31][CH2:30]4)=[CH:19][C:20]=3[O:22][CH:23]([CH3:25])[CH3:24])[N:15]=[CH:14][N:13]=2)=[C:4]2[O:10][CH2:9][O:8][C:5]2=[N:6][CH:7]=1. The catalyst class is: 2. (4) Product: [CH3:55][O:54][C:53]1[C:48]([N:67]2[CH2:68][CH2:69][C:64]([C:60]3[CH:61]=[CH:62][CH:63]=[C:58]([O:57][CH3:56])[CH:59]=3)([C:70]#[N:71])[CH2:65][CH2:66]2)=[N:49][CH:50]=[CH:51][CH:52]=1. Reactant: C1(P(C2C=CC=CC=2)C2C=CC3C(=CC=CC=3)C=2C2C3C(=CC=CC=3)C=CC=2P(C2C=CC=CC=2)C2C=CC=CC=2)C=CC=CC=1.Br[C:48]1[C:53]([O:54][CH3:55])=[CH:52][CH:51]=[CH:50][N:49]=1.[CH3:56][O:57][C:58]1[CH:59]=[C:60]([C:64]2([C:70]#[N:71])[CH2:69][CH2:68][NH:67][CH2:66][CH2:65]2)[CH:61]=[CH:62][CH:63]=1.[Cl-].[Na+]. The catalyst class is: 101. (5) Reactant: [C:1]([C:3]1[CH:4]=[C:5]2[C:10](=[CH:11][CH:12]=1)[N:9]=[CH:8][CH:7]=[C:6]2[S:13][C:14]1([C:18]([O:20]CC)=[O:19])[CH2:17][CH2:16][CH2:15]1)#[N:2].O.[OH-].[Li+].Cl.ClCCl. Product: [C:1]([C:3]1[CH:4]=[C:5]2[C:10](=[CH:11][CH:12]=1)[N:9]=[CH:8][CH:7]=[C:6]2[S:13][C:14]1([C:18]([OH:20])=[O:19])[CH2:17][CH2:16][CH2:15]1)#[N:2]. The catalyst class is: 30. (6) Reactant: [S:1]1[C:5]2[CH:6]=[CH:7][CH:8]=[CH:9][C:4]=2[N:3]=[C:2]1[NH:10][C:11]([C:13]1[CH:40]=[CH:39][C:16]([O:17][C:18]2[CH:23]=[CH:22][N:21]=[C:20]3[NH:24][N:25]=[C:26]([NH:27][C@@H:28]4[CH2:33][CH2:32][CH2:31][N:30]([C:34]([NH:36][CH2:37][CH3:38])=[O:35])[CH2:29]4)[C:19]=23)=[CH:15][CH:14]=1)=[O:12].[ClH:41]. Product: [ClH:41].[S:1]1[C:5]2[CH:6]=[CH:7][CH:8]=[CH:9][C:4]=2[N:3]=[C:2]1[NH:10][C:11]([C:13]1[CH:14]=[CH:15][C:16]([O:17][C:18]2[CH:23]=[CH:22][N:21]=[C:20]3[NH:24][N:25]=[C:26]([NH:27][C@@H:28]4[CH2:33][CH2:32][CH2:31][N:30]([C:34]([NH:36][CH2:37][CH3:38])=[O:35])[CH2:29]4)[C:19]=23)=[CH:39][CH:40]=1)=[O:12]. The catalyst class is: 5. (7) Reactant: [CH3:1][O:2][C:3]1[C:4]([O:46][CH3:47])=[C:5]([CH:43]=[CH:44][CH:45]=1)[C:6]([O:19][CH2:20][C@H:21]1[O:25][C@@H:24]([N:26]2[CH:33]=[CH:32][C:30](=[O:31])[NH:29][C:27]2=[O:28])[C@H:23]([O:34][NH:35][CH2:36][CH2:37][CH2:38][CH2:39][CH2:40][CH3:41])[C@@H:22]1[OH:42])([C:13]1[CH:18]=[CH:17][CH:16]=[CH:15][CH:14]=1)[C:7]1[CH:12]=[CH:11][CH:10]=[CH:9][CH:8]=1.[N+:48]([C:51]1[CH:56]=[C:55]([N+:57]([O-:59])=[O:58])[CH:54]=[CH:53][C:52]=1F)([O-:50])=[O:49]. Product: [CH3:1][O:2][C:3]1[C:4]([O:46][CH3:47])=[C:5]([CH:43]=[CH:44][CH:45]=1)[C:6]([O:19][CH2:20][C@H:21]1[O:25][C@@H:24]([N:26]2[CH:33]=[CH:32][C:30](=[O:31])[NH:29][C:27]2=[O:28])[C@H:23]([O:34][N:35]([CH2:36][CH2:37][CH2:38][CH2:39][CH2:40][CH3:41])[C:52]2[CH:53]=[CH:54][C:55]([N+:57]([O-:59])=[O:58])=[CH:56][C:51]=2[N+:48]([O-:50])=[O:49])[C@@H:22]1[OH:42])([C:7]1[CH:8]=[CH:9][CH:10]=[CH:11][CH:12]=1)[C:13]1[CH:18]=[CH:17][CH:16]=[CH:15][CH:14]=1. The catalyst class is: 5. (8) Reactant: [NH:1]([C:12]([O:14][CH2:15][C:16]1[CH:21]=[CH:20][CH:19]=[CH:18][CH:17]=1)=[O:13])[C@H:2]([C:4]([NH:6][C@H:7]([C:9]([NH2:11])=[O:10])C)=[O:5])[CH3:3]. Product: [NH:1]([C:12]([O:14][CH2:15][C:16]1[CH:21]=[CH:20][CH:19]=[CH:18][CH:17]=1)=[O:13])[C@H:2]([C:4]([NH:6][CH2:7][C:9]([NH2:11])=[O:10])=[O:5])[CH2:3][CH2:3][CH2:2][CH2:4][NH2:6]. The catalyst class is: 5. (9) Reactant: [CH3:1][N:2]1[CH:6]=[CH:5][N:4]=[CH:3]1.[Li]CCCC.CCCCCC.[Si](Cl)(CC)(CC)CC.[F:26][C:27]1[N:32]=[CH:31][C:30]([C:33](N(OC)C)=[O:34])=[CH:29][CH:28]=1. Product: [F:26][C:27]1[N:32]=[CH:31][C:30]([C:33]([C:6]2[N:2]([CH3:1])[CH:3]=[N:4][CH:5]=2)=[O:34])=[CH:29][CH:28]=1. The catalyst class is: 1.